The task is: Predict the reactants needed to synthesize the given product.. This data is from Full USPTO retrosynthesis dataset with 1.9M reactions from patents (1976-2016). Given the product [CH3:1][S:2]([C:4]1[CH:5]=[CH:6][C:7]([C:10]2[C:14]3[CH:15]=[C:16]([C:19]4[O:23][C:22]([S:24][CH2:26][C:27]5[CH:28]=[C:29]([CH:32]=[CH:33][CH:34]=5)[C:30]#[N:31])=[N:21][N:20]=4)[CH:17]=[CH:18][C:13]=3[O:12][CH:11]=2)=[CH:8][CH:9]=1)=[O:3], predict the reactants needed to synthesize it. The reactants are: [CH3:1][S:2]([C:4]1[CH:9]=[CH:8][C:7]([C:10]2[C:14]3[CH:15]=[C:16]([C:19]4[O:23][C:22]([SH:24])=[N:21][N:20]=4)[CH:17]=[CH:18][C:13]=3[O:12][CH:11]=2)=[CH:6][CH:5]=1)=[O:3].Br[CH2:26][C:27]1[CH:28]=[C:29]([CH:32]=[CH:33][CH:34]=1)[C:30]#[N:31].